From a dataset of Forward reaction prediction with 1.9M reactions from USPTO patents (1976-2016). Predict the product of the given reaction. Given the reactants [NH2:1][C:2]1[CH:3]=[C:4]2[C:8](=[CH:9][CH:10]=1)[NH:7][C:6](=[O:11])[CH2:5]2.[NH:12]1[C:16]2[CH:17]=[CH:18][C:19]([CH:21]=O)=[CH:20][C:15]=2[N:14]=[N:13]1.N1CCCCC1, predict the reaction product. The product is: [NH:12]1[C:16]2[CH:17]=[CH:18][C:19](/[CH:21]=[C:5]3/[C:6](=[O:11])[NH:7][C:8]4[C:4]/3=[CH:3][C:2]([NH2:1])=[CH:10][CH:9]=4)=[CH:20][C:15]=2[N:14]=[N:13]1.